The task is: Regression. Given a peptide amino acid sequence and an MHC pseudo amino acid sequence, predict their binding affinity value. This is MHC class I binding data.. This data is from Peptide-MHC class I binding affinity with 185,985 pairs from IEDB/IMGT. (1) The peptide sequence is RRIFDLIEL. The MHC is HLA-A02:06 with pseudo-sequence HLA-A02:06. The binding affinity (normalized) is 0.132. (2) The peptide sequence is SRDSRGKPGY. The MHC is HLA-B27:05 with pseudo-sequence HLA-B27:05. The binding affinity (normalized) is 0.617. (3) The peptide sequence is KWLKECGVDR. The MHC is HLA-A31:01 with pseudo-sequence HLA-A31:01. The binding affinity (normalized) is 0.455. (4) The peptide sequence is WPVMQWLTA. The MHC is HLA-A02:01 with pseudo-sequence HLA-A02:01. The binding affinity (normalized) is 0.0847. (5) The peptide sequence is ISIRPRVTK. The MHC is H-2-Db with pseudo-sequence H-2-Db. The binding affinity (normalized) is 0.